This data is from Reaction yield outcomes from USPTO patents with 853,638 reactions. The task is: Predict the reaction yield, written as a fraction of the theoretical maximum amount of product (1.0 means a 100% yield; for example, 0.34 means a 34% yield). The reactants are [CH2:1]1[CH2:6][CH:5]([CH:7]([C:14]([OH:16])=[O:15])[C:8]2[CH:13]=[CH:12][CH:11]=[CH:10][CH:9]=2)[NH:4][CH2:3][CH2:2]1.[ClH:17].[CH3:18]O. No catalyst specified. The product is [CH3:18][O:15][C:14]([C@H:7]([C:8]1[CH:9]=[CH:10][CH:11]=[CH:12][CH:13]=1)[C@@H:5]1[NH:4][CH2:3][CH2:2][CH2:1][CH2:6]1)=[O:16].[ClH:17]. The yield is 0.160.